Task: Regression/Classification. Given a drug SMILES string, predict its absorption, distribution, metabolism, or excretion properties. Task type varies by dataset: regression for continuous measurements (e.g., permeability, clearance, half-life) or binary classification for categorical outcomes (e.g., BBB penetration, CYP inhibition). For this dataset (solubility_aqsoldb), we predict Y.. Dataset: Aqueous solubility values for 9,982 compounds from the AqSolDB database (1) The molecule is CC=O. The Y is 1.36 log mol/L. (2) The drug is CCN(CC)CCC(C)(O)c1ccc(OC)c2ccccc12. The Y is -1.68 log mol/L. (3) The drug is C/C(I)=C/C(=O)O. The Y is -1.16 log mol/L. (4) The drug is Cc1cn(C2CC(N=[N+]=[N-])C(CO)O2)c(=O)[nH]c1=O. The Y is -1.16 log mol/L.